Dataset: Forward reaction prediction with 1.9M reactions from USPTO patents (1976-2016). Task: Predict the product of the given reaction. (1) Given the reactants [OH-].[K+].[Na].[N:4]1[CH:9]=[CH:8][CH:7]=[CH:6][C:5]=1[CH3:10].Br[CH2:12][CH2:13][CH2:14][CH2:15][CH2:16][CH3:17], predict the reaction product. The product is: [CH2:10]([C:5]1[CH:6]=[CH:7][CH:8]=[CH:9][N:4]=1)[CH2:12][CH2:13][CH2:14][CH2:15][CH2:16][CH3:17]. (2) Given the reactants Cl[C:2]1[C:11]2[C:6](=[CH:7][C:8]([O:14][CH3:15])=[C:9]([O:12][CH3:13])[CH:10]=2)[N:5]=[CH:4][CH:3]=1.[CH3:16][C:17]([C:19]1[CH:24]=[CH:23][C:22]([O:25][CH3:26])=[CH:21][C:20]=1[OH:27])=[O:18], predict the reaction product. The product is: [CH3:13][O:12][C:9]1[CH:10]=[C:11]2[C:6](=[CH:7][C:8]=1[O:14][CH3:15])[N:5]=[CH:4][CH:3]=[C:2]2[O:27][C:20]1[CH:21]=[C:22]([O:25][CH3:26])[CH:23]=[CH:24][C:19]=1[C:17](=[O:18])[CH3:16]. (3) Given the reactants [CH2:1]([S:3]([NH:6][CH2:7][C:8]1[CH:13]=[CH:12][C:11]([CH:14]([CH3:18])[C:15]([OH:17])=O)=[CH:10][C:9]=1[F:19])(=[O:5])=[O:4])[CH3:2].[Cl:20][C:21]1[CH:22]=[C:23]([N:27]2[C:31]([CH2:32][NH2:33])=[CH:30][C:29]([C:34]([F:37])([F:36])[F:35])=[N:28]2)[CH:24]=[CH:25][CH:26]=1.C1C=CC2N(O)N=NC=2C=1.C(Cl)CCl, predict the reaction product. The product is: [Cl:20][C:21]1[CH:22]=[C:23]([N:27]2[C:31]([CH2:32][NH:33][C:15](=[O:17])[CH:14]([C:11]3[CH:12]=[CH:13][C:8]([CH2:7][NH:6][S:3]([CH2:1][CH3:2])(=[O:4])=[O:5])=[C:9]([F:19])[CH:10]=3)[CH3:18])=[CH:30][C:29]([C:34]([F:35])([F:36])[F:37])=[N:28]2)[CH:24]=[CH:25][CH:26]=1. (4) The product is: [CH2:3]([C:5]1[CH:10]=[C:9]([CH3:11])[CH:8]=[C:7]([CH2:12][CH3:13])[C:6]=1[C:14]1[C:15](=[O:16])[N:17]([CH3:24])[N:18]=[C:19]([CH3:23])[C:20]=1[S:21][CH3:22])[CH3:4]. Given the reactants [H-].[Na+].[CH2:3]([C:5]1[CH:10]=[C:9]([CH3:11])[CH:8]=[C:7]([CH2:12][CH3:13])[C:6]=1[C:14](=O)[C:15]([N:17]([CH3:24])[N:18]=[C:19]([CH3:23])[CH2:20][S:21][CH3:22])=[O:16])[CH3:4].O, predict the reaction product.